From a dataset of Full USPTO retrosynthesis dataset with 1.9M reactions from patents (1976-2016). Predict the reactants needed to synthesize the given product. (1) Given the product [NH2:1][C@H:4]([CH2:15][OH:16])[C:5]([NH:7][CH2:8][C:9]1[CH:14]=[CH:13][CH:12]=[CH:11][CH:10]=1)=[O:6], predict the reactants needed to synthesize it. The reactants are: [N:1]([C@H:4]([CH2:15][OH:16])[C:5]([NH:7][CH2:8][C:9]1[CH:14]=[CH:13][CH:12]=[CH:11][CH:10]=1)=[O:6])=[N+]=[N-].[H][H]. (2) Given the product [C:2]1([CH2:1][N:9]2[CH2:10][CH:11]=[C:12]([CH2:15][CH2:16][OH:17])[CH2:13][CH2:14]2)[CH:7]=[CH:6][CH:5]=[CH:4][CH:3]=1, predict the reactants needed to synthesize it. The reactants are: [CH2:1](Br)[C:2]1[CH:7]=[CH:6][CH:5]=[CH:4][CH:3]=1.[N:9]1[CH:14]=[CH:13][C:12]([CH2:15][CH2:16][OH:17])=[CH:11][CH:10]=1.[BH4-].[Na+]. (3) Given the product [Cl:24][C:19]1[CH:18]=[C:17]([N:8]2[C:9]([C:11]3[CH:12]=[N:13][CH:14]=[CH:15][CH:16]=3)=[CH:10][C:6]([C:4]([N:44]=[N+:45]=[N-:46])=[O:3])=[N:7]2)[CH:22]=[CH:21][C:20]=1[Cl:23], predict the reactants needed to synthesize it. The reactants are: Cl.C[O:3][C:4]([C:6]1[CH:10]=[C:9]([C:11]2[CH:12]=[N:13][CH:14]=[CH:15][CH:16]=2)[N:8]([C:17]2[CH:22]=[CH:21][C:20]([Cl:23])=[C:19]([Cl:24])[CH:18]=2)[N:7]=1)=O.C(O)(C)(C)C.C1(P([N:44]=[N+:45]=[N-:46])(C2C=CC=CC=2)=O)C=CC=CC=1.C(N(CC)CC)C. (4) Given the product [CH3:31][C@H:6]1[CH2:5][NH:4][C@H:9]([CH3:10])[CH2:8][N:7]1[C@H:11]([C:18]1[CH:19]=[CH:20][C:21]([C:22]([N:24]([CH2:27][CH3:28])[CH2:25][CH3:26])=[O:23])=[CH:29][CH:30]=1)[C:12]1[CH:13]=[CH:14][CH:15]=[CH:16][CH:17]=1, predict the reactants needed to synthesize it. The reactants are: C([N:4]1[C@H:9]([CH3:10])[CH2:8][N:7]([C@H:11]([C:18]2[CH:30]=[CH:29][C:21]([C:22]([N:24]([CH2:27][CH3:28])[CH2:25][CH3:26])=[O:23])=[CH:20][CH:19]=2)[C:12]2[CH:17]=[CH:16][CH:15]=[CH:14][CH:13]=2)[C@@H:6]([CH3:31])[CH2:5]1)C=C.C(O)(=O)C1C(=CC=CC=1)S.C1(P(C2C=CC=CC=2)CCCCP(C2C=CC=CC=2)C2C=CC=CC=2)C=CC=CC=1. (5) Given the product [F:15][C:16]1[CH:21]=[C:20]([F:22])[CH:19]=[CH:18][C:17]=1[C@@H:23]1[CH2:25][C@H:24]1[C:26]([N:10]1[CH2:9][C@H:8]([CH2:11][CH3:12])[NH:7][C:6](=[O:14])[C@@H:5]1[CH2:1][CH:2]([CH3:3])[CH3:4])=[O:27], predict the reactants needed to synthesize it. The reactants are: [CH2:1]([C@@H:5]1[NH:10][CH2:9][C@H:8]([CH2:11][CH2:12]C)[NH:7][C:6]1=[O:14])[CH:2]([CH3:4])[CH3:3].[F:15][C:16]1[CH:21]=[C:20]([F:22])[CH:19]=[CH:18][C:17]=1[C@@H:23]1[CH2:25][C@H:24]1[C:26](O)=[O:27].C([C@@H]1N(C(=O)/C=C/C2C=CC=CC=2)C[C@H](CC(C)C)NC1=O)C(C)C. (6) Given the product [Cl:1][C:2]1[CH:8]=[CH:7][C:6]([N:9]2[CH2:14][CH2:13][O:12][CH2:11][CH2:10]2)=[CH:5][C:3]=1[NH:4][C:16]1[C:25]2[C:20](=[CH:21][C:22]([F:27])=[CH:23][C:24]=2[F:26])[N:19]=[C:18]([C:28]2[CH:33]=[CH:32][CH:31]=[CH:30][N:29]=2)[C:17]=1[CH3:34], predict the reactants needed to synthesize it. The reactants are: [Cl:1][C:2]1[CH:8]=[CH:7][C:6]([N:9]2[CH2:14][CH2:13][O:12][CH2:11][CH2:10]2)=[CH:5][C:3]=1[NH2:4].Cl[C:16]1[C:25]2[C:20](=[CH:21][C:22]([F:27])=[CH:23][C:24]=2[F:26])[N:19]=[C:18]([C:28]2[CH:33]=[CH:32][CH:31]=[CH:30][N:29]=2)[C:17]=1[CH3:34].C1(P(C2CCCCC2)C2(C(C)C)CC(C(C)C)=CC(C(C)C)=C2C2C=CC=CC=2)CCCCC1.CC(C1C=C(C(C)C)C(C2C=CC=CC=2P(C2CCCCC2)C2CCCCC2)=C(C(C)C)C=1)C.CC(C)([O-])C.[Na+]. (7) Given the product [O:7]=[C:6]1[C:5]2[C:4](=[CH:11][CH:10]=[CH:9][CH:8]=2)[CH:1]([P:12]([CH:6]2[C:5]3[C:4](=[CH:11][CH:10]=[CH:9][CH:8]=3)[C:1](=[O:3])[O:7]2)(=[O:14])[OH:13])[O:3]1, predict the reactants needed to synthesize it. The reactants are: [C:1]([C:4]1[CH:11]=[CH:10][CH:9]=[CH:8][C:5]=1[CH:6]=[O:7])([OH:3])=O.[PH2:12]([OH:14])=[O:13]. (8) Given the product [Cl:27][C:24]1[CH:25]=[CH:26][C:21]([C:19]2[O:18][N:17]=[C:16]([CH2:15][O:14][C:11]3[CH:12]=[CH:13][C:6]4[C:5]([CH2:4][C:3]([OH:28])=[O:2])=[CH:9][S:8][C:7]=4[CH:10]=3)[CH:20]=2)=[CH:22][CH:23]=1, predict the reactants needed to synthesize it. The reactants are: C[O:2][C:3](=[O:28])[CH2:4][C:5]1[C:6]2[CH:13]=[CH:12][C:11]([O:14][CH2:15][C:16]3[CH:20]=[C:19]([C:21]4[CH:26]=[CH:25][C:24]([Cl:27])=[CH:23][CH:22]=4)[O:18][N:17]=3)=[CH:10][C:7]=2[S:8][CH:9]=1.ClC1C=CC(C(=O)CCCSC2C=CC(OCC(O)=O)=C3C=2CCC3)=CC=1. (9) The reactants are: [CH3:1][C:2]1([CH2:13][N:14]2[CH2:19][CH2:18][N:17]([C:20](OC(C)(C)C)=[O:21])[CH2:16][CH2:15]2)[O:6][C:5]2=[N:7][C:8]([N+:10]([O-:12])=[O:11])=[CH:9][N:4]2[CH2:3]1.FC(F)(F)C(O)=O.C(N(CC)CC)C.[CH:41]([N:44]=C=O)([CH3:43])[CH3:42]. Given the product [CH:41]([NH:44][C:20]([N:17]1[CH2:18][CH2:19][N:14]([CH2:13][C:2]2([CH3:1])[O:6][C:5]3=[N:7][C:8]([N+:10]([O-:12])=[O:11])=[CH:9][N:4]3[CH2:3]2)[CH2:15][CH2:16]1)=[O:21])([CH3:43])[CH3:42], predict the reactants needed to synthesize it. (10) Given the product [C:13]([NH:14][C@:10]([CH3:17])([C:11]([OH:1])=[O:16])[CH2:9][S:8][C:4]([CH3:7])([CH3:6])[CH3:5])(=[O:15])[NH2:12], predict the reactants needed to synthesize it. The reactants are: [OH-:1].[Na+].O.[C:4]([S:8][CH2:9][C:10]1([CH3:17])[NH:14][C:13](=[O:15])[NH:12][C:11]1=[O:16])([CH3:7])([CH3:6])[CH3:5].